From a dataset of Full USPTO retrosynthesis dataset with 1.9M reactions from patents (1976-2016). Predict the reactants needed to synthesize the given product. (1) Given the product [F:15][C:10]1[C:9]([C:3]2[CH:4]=[C:5]([CH:7]=[O:8])[S:6][C:2]=2[S:16][C:17]2[S:18][CH:19]=[CH:20][N:21]=2)=[CH:14][CH:13]=[CH:12][N:11]=1, predict the reactants needed to synthesize it. The reactants are: Br[C:2]1[S:6][C:5]([CH:7]=[O:8])=[CH:4][C:3]=1[C:9]1[C:10]([F:15])=[N:11][CH:12]=[CH:13][CH:14]=1.[SH:16][C:17]1[S:18][CH:19]=[CH:20][N:21]=1.C(=O)([O-])[O-].[K+].[K+]. (2) Given the product [CH2:13]([O:16][C:17]1([CH3:50])[CH2:18][CH2:19][N:20]([C:23]2[N:28]3[CH:29]=[C:30]([C:32]4[CH:33]=[C:34]([C:3]5[C:4]([OH:9])=[CH:5][C:6]([CH3:8])=[CH:7][C:2]=5[F:1])[CH:35]=[CH:36][CH:37]=4)[N:31]=[C:27]3[CH:26]=[C:25]([CH3:39])[C:24]=2[C@H:40]([O:45][C:46]([CH3:49])([CH3:48])[CH3:47])[C:41]([O:43][CH3:44])=[O:42])[CH2:21][CH2:22]1)[CH:14]=[CH2:15], predict the reactants needed to synthesize it. The reactants are: [F:1][C:2]1[CH:7]=[C:6]([CH3:8])[CH:5]=[C:4]([OH:9])[C:3]=1B(O)O.[CH2:13]([O:16][C:17]1([CH3:50])[CH2:22][CH2:21][N:20]([C:23]2[N:28]3[CH:29]=[C:30]([C:32]4[CH:37]=[CH:36][CH:35]=[C:34](Br)[CH:33]=4)[N:31]=[C:27]3[CH:26]=[C:25]([CH3:39])[C:24]=2[C@H:40]([O:45][C:46]([CH3:49])([CH3:48])[CH3:47])[C:41]([O:43][CH3:44])=[O:42])[CH2:19][CH2:18]1)[CH:14]=[CH2:15].C(OC1(C)CCN(C2N3C=C(C4C=C(C5C=C(C)C=CC=5O)C=CC=4)N=C3C=C(C)C=2[C@H](OC(C)(C)C)C(OC)=O)CC1)C=C. (3) Given the product [Br:14][C:15]1[CH:16]=[C:17]([N+:22]([O-:24])=[O:23])[C:18]([CH:4]([C:5]([O:7][CH2:8][CH3:9])=[O:6])[C:3]([O:11][CH2:12][CH3:13])=[O:10])=[N:19][CH:20]=1, predict the reactants needed to synthesize it. The reactants are: [H-].[Na+].[C:3]([O:11][CH2:12][CH3:13])(=[O:10])[CH2:4][C:5]([O:7][CH2:8][CH3:9])=[O:6].[Br:14][C:15]1[CH:16]=[C:17]([N+:22]([O-:24])=[O:23])[C:18](Cl)=[N:19][CH:20]=1.CCOC(C)=O. (4) Given the product [CH3:11][O:10][C:8](=[O:9])[C@@H:2]([NH:1][C:12]([O:14][CH2:15][C:16]1[CH:17]=[CH:18][CH:19]=[CH:20][CH:21]=1)=[O:13])[CH2:3][CH2:4][CH2:5][OH:6], predict the reactants needed to synthesize it. The reactants are: [NH:1]([C:12]([O:14][CH2:15][C:16]1[CH:21]=[CH:20][CH:19]=[CH:18][CH:17]=1)=[O:13])[C@H:2]([C:8]([O:10][CH3:11])=[O:9])[CH2:3][CH2:4][C:5](=O)[OH:6].CN1CCOCC1.ClC(OCC(C)C)=O.[BH4-].[Na+]. (5) Given the product [CH3:1][N:2]([CH3:34])[CH:3]1[CH2:7][CH2:6][N:5]([C:8]2[CH:13]=[CH:12][C:11]([CH2:14][NH:15][C:16]([CH:18]3[CH2:23][CH2:22][N:21]([C:24]4[CH:29]=[CH:28][C:27]([Cl:30])=[CH:26][C:25]=4[NH:31][C:35](=[O:37])[CH3:36])[CH2:20][CH2:19]3)=[O:17])=[CH:10][CH:9]=2)[CH2:4]1, predict the reactants needed to synthesize it. The reactants are: [CH3:1][N:2]([CH3:34])[CH:3]1[CH2:7][CH2:6][N:5]([C:8]2[CH:13]=[CH:12][C:11]([CH2:14][NH:15][C:16]([CH:18]3[CH2:23][CH2:22][N:21]([C:24]4[CH:29]=[CH:28][C:27]([Cl:30])=[CH:26][C:25]=4[N+:31]([O-])=O)[CH2:20][CH2:19]3)=[O:17])=[CH:10][CH:9]=2)[CH2:4]1.[C:35](OC(=O)C)(=[O:37])[CH3:36]. (6) The reactants are: [CH3:1][O:2][C:3]1[CH:8]=[CH:7][C:6]([C:9]2[N:10]=[C:11]([S:28]([CH3:30])=[O:29])[O:12][C:13]=2[C:14]2[CH:27]=[CH:26][C:17]([O:18][CH2:19][CH2:20][NH:21][S:22]([CH3:25])(=[O:24])=[O:23])=[CH:16][CH:15]=2)=[CH:5][CH:4]=1.ClC1C=CC=C(C(OO)=[O:39])C=1. Given the product [CH3:1][O:2][C:3]1[CH:8]=[CH:7][C:6]([C:9]2[N:10]=[C:11]([S:28]([CH3:30])(=[O:39])=[O:29])[O:12][C:13]=2[C:14]2[CH:15]=[CH:16][C:17]([O:18][CH2:19][CH2:20][NH:21][S:22]([CH3:25])(=[O:23])=[O:24])=[CH:26][CH:27]=2)=[CH:5][CH:4]=1, predict the reactants needed to synthesize it. (7) Given the product [CH2:1]([O:8][C:9]1[C:18]([CH:19]=[O:20])=[CH:17][CH:16]=[CH:15][C:10]=1[C:11]([O:33][C@H:32]([C:34]1[CH:39]=[CH:38][C:37]([O:40][CH:41]([F:43])[F:42])=[C:36]([O:44][CH2:45][CH:46]2[CH2:48][CH2:47]2)[CH:35]=1)[CH2:31][C:30]1[C:29]([Cl:49])=[CH:28][N+:27]([O-:50])=[CH:26][C:25]=1[Cl:24])=[O:12])[C:2]1[CH:3]=[CH:4][CH:5]=[CH:6][CH:7]=1, predict the reactants needed to synthesize it. The reactants are: [CH2:1]([O:8][C:9]1[C:18]([CH:19]=[O:20])=[CH:17][CH:16]=[CH:15][C:10]=1[C:11](OC)=[O:12])[C:2]1[CH:7]=[CH:6][CH:5]=[CH:4][CH:3]=1.[OH-].[Na+].Cl.[Cl:24][C:25]1[CH:26]=[N+:27]([O-:50])[CH:28]=[C:29]([Cl:49])[C:30]=1[CH2:31][C@@H:32]([C:34]1[CH:39]=[CH:38][C:37]([O:40][CH:41]([F:43])[F:42])=[C:36]([O:44][CH2:45][CH:46]2[CH2:48][CH2:47]2)[CH:35]=1)[OH:33].Cl.CN(C)CCCN=C=NCC. (8) Given the product [CH3:30][N:29]([CH3:31])[CH2:28][C@H:25]([NH:24][C:21]([C:17]1[C:18]2[C:13](=[N:12][C:11]3[C:20]([N:19]=2)=[C:7]2[CH:6]=[CH:5][N:4]=[C:3]([O:2][CH3:1])[C:8]2=[CH:9][CH:10]=3)[CH:14]=[CH:15][CH:16]=1)=[O:23])[CH2:26][OH:27], predict the reactants needed to synthesize it. The reactants are: [CH3:1][O:2][C:3]1[C:8]2=[CH:9][CH:10]=[C:11]3[C:20]([N:19]=[C:18]4[C:13]([CH:14]=[CH:15][CH:16]=[C:17]4[C:21]([OH:23])=O)=[N:12]3)=[C:7]2[CH:6]=[CH:5][N:4]=1.[NH2:24][C@@H:25]([CH2:28][N:29]([CH3:31])[CH3:30])[CH2:26][OH:27]. (9) Given the product [CH2:21]([N:11]1[C:12]2[C:7](=[C:6]([OH:35])[C:5]([C:3]([NH:36][CH2:37][CH2:38][C:39]([OH:41])=[O:40])=[O:4])=[N:14][C:13]=2[C:15]2[CH:16]=[N:17][CH:18]=[CH:19][CH:20]=2)[CH:8]=[C:9]([C:29]2[CH:30]=[CH:31][CH:32]=[CH:33][CH:34]=2)[C:10]1=[O:28])[C:22]1[CH:27]=[CH:26][CH:25]=[CH:24][CH:23]=1, predict the reactants needed to synthesize it. The reactants are: CO[C:3]([C:5]1[C:6]([OH:35])=[C:7]2[C:12](=[C:13]([C:15]3[CH:16]=[N:17][CH:18]=[CH:19][CH:20]=3)[N:14]=1)[N:11]([CH2:21][C:22]1[CH:27]=[CH:26][CH:25]=[CH:24][CH:23]=1)[C:10](=[O:28])[C:9]([C:29]1[CH:34]=[CH:33][CH:32]=[CH:31][CH:30]=1)=[CH:8]2)=[O:4].[NH2:36][CH2:37][CH2:38][C:39]([OH:41])=[O:40].C[O-].[Na+]. (10) Given the product [CH2:1]([O:8][C:9]1[CH:53]=[CH:52][C:12]([C:13]([O:15][C:16]2[CH:21]=[CH:20][C:19]([CH2:22][N:23]([CH2:44][C:45]([OH:47])=[O:46])[C:24](=[O:43])[C:25]3[CH:30]=[CH:29][C:28]([NH:31][C:32](=[O:42])[CH2:33][C:34]4[CH:35]=[CH:36][C:37]([O:40][CH3:41])=[CH:38][CH:39]=4)=[CH:27][CH:26]=3)=[CH:18][CH:17]=2)=[O:14])=[CH:11][CH:10]=1)[CH2:2][CH2:3][CH2:4][CH2:5][CH2:6][CH3:7], predict the reactants needed to synthesize it. The reactants are: [CH2:1]([O:8][C:9]1[CH:53]=[CH:52][C:12]([C:13]([O:15][C:16]2[CH:21]=[CH:20][C:19]([CH2:22][N:23]([CH2:44][C:45]([O:47]C(C)(C)C)=[O:46])[C:24](=[O:43])[C:25]3[CH:30]=[CH:29][C:28]([NH:31][C:32](=[O:42])[CH2:33][C:34]4[CH:39]=[CH:38][C:37]([O:40][CH3:41])=[CH:36][CH:35]=4)=[CH:27][CH:26]=3)=[CH:18][CH:17]=2)=[O:14])=[CH:11][CH:10]=1)[CH2:2][CH2:3][CH2:4][CH2:5][CH2:6][CH3:7].C(O)(C(F)(F)F)=O.